This data is from Reaction yield outcomes from USPTO patents with 853,638 reactions. The task is: Predict the reaction yield, written as a fraction of the theoretical maximum amount of product (1.0 means a 100% yield; for example, 0.34 means a 34% yield). (1) The yield is 0.930. The product is [F:1][C:2]1[CH:7]=[CH:6][CH:5]=[CH:4][C:3]=1[C:8]1[N:12]([S:39]([C:35]2[CH:34]=[N:33][CH:38]=[CH:37][CH:36]=2)(=[O:41])=[O:40])[CH:11]=[C:10]([CH:13]=[O:14])[C:9]=1[I:15]. The catalyst is O1CCCC1.[Cl-].[Na+].O. The reactants are [F:1][C:2]1[CH:7]=[CH:6][CH:5]=[CH:4][C:3]=1[C:8]1[NH:12][CH:11]=[C:10]([CH:13]=[O:14])[C:9]=1[I:15].[H-].[Na+].C1OCCOCCOCCOCCOC1.[N:33]1[CH:38]=[CH:37][CH:36]=[C:35]([S:39](Cl)(=[O:41])=[O:40])[CH:34]=1. (2) The reactants are CC(C1C=CC(B2OC(C)(C)C(C)(C)O2)=CC=1)(C)C(OCC)=O.BrC1C=CC(S(CCCOC)(=O)=O)=CC=1.[CH3:39][O:40][CH2:41][CH2:42][CH2:43][S:44]([C:47]1[CH:52]=[CH:51][C:50]([C:53]2[CH:58]=[CH:57][C:56]([C:59]([CH3:66])([CH3:65])[C:60]([O:62]CC)=[O:61])=[CH:55][CH:54]=2)=[CH:49][CH:48]=1)(=[O:46])=[O:45].[OH-].[Li+]. The catalyst is O1CCCC1.C(O)C.O. The product is [CH3:39][O:40][CH2:41][CH2:42][CH2:43][S:44]([C:47]1[CH:52]=[CH:51][C:50]([C:53]2[CH:54]=[CH:55][C:56]([C:59]([CH3:66])([CH3:65])[C:60]([OH:62])=[O:61])=[CH:57][CH:58]=2)=[CH:49][CH:48]=1)(=[O:46])=[O:45]. The yield is 0.840.